From a dataset of Full USPTO retrosynthesis dataset with 1.9M reactions from patents (1976-2016). Predict the reactants needed to synthesize the given product. (1) Given the product [Si:1]([O:8][C@@H:9]1[C@@:28]2([CH3:29])[C:13](=[CH:14][CH:15]=[C:16]3[C@@H:27]2[CH2:26][CH2:25][C@@:24]2([CH3:30])[C@H:17]3[CH2:18][CH:19]=[C:20]2[C@H:21]([O:23][CH2:57]/[CH:58]=[CH:59]\[C:60]([CH3:70])([O:62][Si:63]([CH2:66][CH3:67])([CH2:68][CH3:69])[CH2:64][CH3:65])[CH3:61])[CH3:22])[CH2:12][C@@H:11]([O:31][Si:32]([C:35]([CH3:37])([CH3:36])[CH3:38])([CH3:33])[CH3:34])[CH2:10]1)([C:4]([CH3:7])([CH3:6])[CH3:5])([CH3:3])[CH3:2], predict the reactants needed to synthesize it. The reactants are: [Si:1]([O:8][C@@H:9]1[C@@:28]2([CH3:29])[C:13](=[CH:14][CH:15]=[C:16]3[C@@H:27]2[CH2:26][CH2:25][C@@:24]2([CH3:30])[C@H:17]3[CH2:18][CH:19]=[C:20]2[C@H:21]([OH:23])[CH3:22])[CH2:12][C@@H:11]([O:31][Si:32]([C:35]([CH3:38])([CH3:37])[CH3:36])([CH3:34])[CH3:33])[CH2:10]1)([C:4]([CH3:7])([CH3:6])[CH3:5])([CH3:3])[CH3:2].[H-].[Na+].C1OCCOCCOCCOCCOC1.Br[CH2:57]/[CH:58]=[CH:59]\[C:60]([CH3:70])([O:62][Si:63]([CH2:68][CH3:69])([CH2:66][CH3:67])[CH2:64][CH3:65])[CH3:61]. (2) Given the product [CH3:23][N:1]1[C:9]2[C:4](=[CH:5][CH:6]=[CH:7][CH:8]=2)[C:3]([CH2:10][C:11]2[CH:20]=[CH:19][C:14]([C:15]([O:17][CH3:18])=[O:16])=[CH:13][CH:12]=2)=[CH:2]1, predict the reactants needed to synthesize it. The reactants are: [NH:1]1[C:9]2[C:4](=[CH:5][CH:6]=[CH:7][CH:8]=2)[C:3]([CH2:10][C:11]2[CH:20]=[CH:19][C:14]([C:15]([O:17][CH3:18])=[O:16])=[CH:13][CH:12]=2)=[CH:2]1.[H-].[Na+].[CH3:23]I. (3) Given the product [CH2:1]([O:8][C:9]1[CH:10]=[C:11]2[C:12](=[CH:13][C:14]=1[O:15][CH3:16])[CH:21]=[N:20][CH:18]([CH3:19])[CH2:17]2)[C:2]1[CH:3]=[CH:4][CH:5]=[CH:6][CH:7]=1, predict the reactants needed to synthesize it. The reactants are: [CH2:1]([O:8][C:9]1[CH:10]=[C:11]([CH2:17][CH:18]([NH:20][CH:21]=O)[CH3:19])[CH:12]=[CH:13][C:14]=1[O:15][CH3:16])[C:2]1[CH:7]=[CH:6][CH:5]=[CH:4][CH:3]=1.O=P(Cl)(Cl)Cl. (4) Given the product [Br:60][C:61]1[CH:62]=[C:63]([CH2:67][NH:68][C:26]([C:25]2[CH:29]=[C:30]([CH3:32])[CH:31]=[C:23]([C:21]([NH:20][CH2:19][C:10]3[C:11]([NH:12][CH:13]4[CH2:18][CH2:17][O:16][CH2:15][CH2:14]4)=[C:6]4[CH:5]=[N:4][N:3]([CH2:1][CH3:2])[C:7]4=[N:8][C:9]=3[CH2:33][CH3:34])=[O:22])[CH:24]=2)=[O:27])[CH:64]=[CH:65][CH:66]=1, predict the reactants needed to synthesize it. The reactants are: [CH2:1]([N:3]1[C:7]2=[N:8][C:9]([CH2:33][CH3:34])=[C:10]([CH2:19][NH:20][C:21]([C:23]3[CH:24]=[C:25]([CH:29]=[C:30]([CH3:32])[CH:31]=3)[C:26](O)=[O:27])=[O:22])[C:11]([NH:12][CH:13]3[CH2:18][CH2:17][O:16][CH2:15][CH2:14]3)=[C:6]2[CH:5]=[N:4]1)[CH3:2].CN(C(ON1N=NC2C=CC=CC1=2)=[N+](C)C)C.F[P-](F)(F)(F)(F)F.Cl.[Br:60][C:61]1[CH:62]=[C:63]([CH2:67][NH2:68])[CH:64]=[CH:65][CH:66]=1. (5) Given the product [S:37]([OH:40])(=[O:39])(=[O:38])[CH3:36].[S:37]([OH:40])(=[O:39])(=[O:38])[CH3:36].[NH2:1][C:2]1[C:3]2[CH:25]=[C:24]([C:26]3[C:27]([Cl:33])=[CH:28][CH:29]=[CH:30][C:31]=3[Cl:32])[C:23](=[O:34])[N:22]([CH3:35])[C:4]=2[N:5]=[C:6]([NH:8][C:9]2[CH:14]=[CH:13][C:12]([N:15]3[CH2:16][CH2:17][N:18]([CH3:21])[CH2:19][CH2:20]3)=[CH:11][CH:10]=2)[N:7]=1, predict the reactants needed to synthesize it. The reactants are: [NH2:1][C:2]1[C:3]2[CH:25]=[C:24]([C:26]3[C:31]([Cl:32])=[CH:30][CH:29]=[CH:28][C:27]=3[Cl:33])[C:23](=[O:34])[N:22]([CH3:35])[C:4]=2[N:5]=[C:6]([NH:8][C:9]2[CH:14]=[CH:13][C:12]([N:15]3[CH2:20][CH2:19][N:18]([CH3:21])[CH2:17][CH2:16]3)=[CH:11][CH:10]=2)[N:7]=1.[CH3:36][S:37]([OH:40])(=[O:39])=[O:38].C(OCC)C. (6) Given the product [F:1][C:2]1[CH:7]=[CH:6][CH:5]=[C:4]([F:8])[C:3]=1[C:9]1[O:10][C:11]([C:17]2[CH:18]=[CH:19][C:20]([O:23][CH2:25][CH:26]3[O:31][CH2:30][CH2:29][NH:28][CH2:27]3)=[CH:21][CH:22]=2)=[C:12]([C:14]([NH2:16])=[O:15])[N:13]=1, predict the reactants needed to synthesize it. The reactants are: [F:1][C:2]1[CH:7]=[CH:6][CH:5]=[C:4]([F:8])[C:3]=1[C:9]1[O:10][C:11]([C:17]2[CH:22]=[CH:21][C:20]([OH:23])=[CH:19][CH:18]=2)=[C:12]([C:14]([NH2:16])=[O:15])[N:13]=1.Cl[CH2:25][CH:26]1[O:31][CH2:30][CH2:29][N:28](CC2C=CC=CC=2)[CH2:27]1. (7) Given the product [C:27]1([C@H:37]([NH:39][C:12]([CH:4]2[CH2:3][C:2](=[O:1])[C:11]3[C:6](=[CH:7][CH:8]=[CH:9][CH:10]=3)[CH2:5]2)=[O:14])[CH3:38])[C:36]2[C:31](=[CH:32][CH:33]=[CH:34][CH:35]=2)[CH:30]=[CH:29][CH:28]=1, predict the reactants needed to synthesize it. The reactants are: [O:1]=[C:2]1[C:11]2[C:6](=[CH:7][CH:8]=[CH:9][CH:10]=2)[CH2:5][CH:4]([C:12]([OH:14])=O)[CH2:3]1.C1N=CN(C(N2C=NC=C2)=O)C=1.[C:27]1([C@H:37]([NH2:39])[CH3:38])[C:36]2[C:31](=[CH:32][CH:33]=[CH:34][CH:35]=2)[CH:30]=[CH:29][CH:28]=1. (8) Given the product [CH:39]1([CH2:38][O:37][C:32]2[CH:31]=[C:30]([C@@:26]([OH:29])([CH2:27][CH3:28])[CH2:25][N:21]3[C:20]([CH2:19][CH2:18][CH2:17][CH2:16][NH:7][CH:8]4[CH2:13][CH2:12][C:11](=[O:14])[NH:10][C:9]4=[O:15])=[CH:24][N:23]=[N:22]3)[CH:35]=[CH:34][C:33]=2[F:36])[CH2:40][CH2:41]1, predict the reactants needed to synthesize it. The reactants are: C(OC(=O)[N:7]([CH2:16][CH2:17][CH2:18][CH2:19][C:20]1[N:21]([CH2:25][C@:26]([C:30]2[CH:35]=[CH:34][C:33]([F:36])=[C:32]([O:37][CH2:38][CH:39]3[CH2:41][CH2:40]3)[CH:31]=2)([OH:29])[CH2:27][CH3:28])[N:22]=[N:23][CH:24]=1)[CH:8]1[CH2:13][CH2:12][C:11](=[O:14])[NH:10][C:9]1=[O:15])(C)(C)C.Cl.